Dataset: hERG potassium channel inhibition data for cardiac toxicity prediction from Karim et al.. Task: Regression/Classification. Given a drug SMILES string, predict its toxicity properties. Task type varies by dataset: regression for continuous values (e.g., LD50, hERG inhibition percentage) or binary classification for toxic/non-toxic outcomes (e.g., AMES mutagenicity, cardiotoxicity, hepatotoxicity). Dataset: herg_karim. (1) The drug is COc1ccc2nccc([C@@H](O)CC[C@@H]3CCN(C4CC(c5ccccc5F)C4)C[C@@H]3C(=O)O)c2c1. The result is 0 (non-blocker). (2) The compound is CCC1C[C@H](N2CCC(CN3CCC(Oc4ccc(CO)c(Cl)c4)CC3)CC2)C(=O)O1. The result is 0 (non-blocker). (3) The compound is CC(C)(O)C=CC(=O)[C@@](C)(O)[C@H]1[C@H](O)C[C@]2(C)[C@@H]3CC=C4[C@@H](C=C(O)C(=O)C4(C)C)[C@]3(C)C(=O)C[C@@]12C. The result is 0 (non-blocker). (4) The compound is O=C1NCCN1CCN1CCC([C@H]2CN(c3ccc(F)cc3)c3ccccc32)CC1. The result is 1 (blocker). (5) The drug is CNCc1cc(C(=O)NC)ccc1Oc1ccc(Cl)cc1Cl. The result is 1 (blocker). (6) The compound is CC1CN(CCO)CCN1c1cc2[nH]c(SC(C)(C)C)nc2cc1Cl. The result is 1 (blocker).